This data is from Full USPTO retrosynthesis dataset with 1.9M reactions from patents (1976-2016). The task is: Predict the reactants needed to synthesize the given product. (1) Given the product [CH3:1][N+:2]1([CH2:23][CH:24]2[CH2:26][CH2:25]2)[C@@H:12]2[CH2:13][C:14]3[CH:19]=[CH:18][C:17]([OH:20])=[C:16]4[O:21][C@H:6]5[C:7]([CH2:9][CH2:10][C@:11]2([OH:22])[C@:5]5([C:15]=34)[CH2:4][CH2:3]1)=[O:8].[Br-:27], predict the reactants needed to synthesize it. The reactants are: [CH3:1][N+:2]1([CH2:23][CH:24]2[CH2:26][CH2:25]2)[C@@H:12]2[CH2:13][C:14]3[CH:19]=[CH:18][C:17]([OH:20])=[C:16]4[O:21][C@H:6]5[C:7]([CH2:9][CH2:10][C@:11]2([OH:22])[C@:5]5([C:15]=34)[CH2:4][CH2:3]1)=[O:8].[Br-:27].[I-].CO. (2) Given the product [CH3:1][O:2][C:3]1[CH:21]=[C:20]([O:22][CH2:23][C:24]2[N:25]=[C:26]([C:29]3[CH:30]=[CH:31][C:32]([C:33]([N:51]([CH2:50][CH2:49][O:48][CH3:47])[CH3:52])=[O:34])=[CH:36][CH:37]=3)[S:27][CH:28]=2)[C:6]2[CH:7]=[C:8]([C:10]3[N:11]=[C:12]4[N:16]([CH:17]=3)[N:15]=[C:14]([O:18][CH3:19])[S:13]4)[O:9][C:5]=2[CH:4]=1, predict the reactants needed to synthesize it. The reactants are: [CH3:1][O:2][C:3]1[CH:21]=[C:20]([O:22][CH2:23][C:24]2[N:25]=[C:26]([C:29]3[CH:37]=[CH:36][C:32]([C:33](O)=[O:34])=[CH:31][CH:30]=3)[S:27][CH:28]=2)[C:6]2[CH:7]=[C:8]([C:10]3[N:11]=[C:12]4[N:16]([CH:17]=3)[N:15]=[C:14]([O:18][CH3:19])[S:13]4)[O:9][C:5]=2[CH:4]=1.CCN(C(C)C)C(C)C.[CH3:47][O:48][CH2:49][CH2:50][NH:51][CH3:52].CN(C(ON1N=NC2C=CC=NC1=2)=[N+](C)C)C.F[P-](F)(F)(F)(F)F.